Dataset: Full USPTO retrosynthesis dataset with 1.9M reactions from patents (1976-2016). Task: Predict the reactants needed to synthesize the given product. (1) The reactants are: C[O:2][C:3](=O)[CH2:4][NH:5][C:6]([C:8]1([NH:11][C:12](=[O:76])[C@H:13]([NH:35][C:36](=[O:75])[C@H:37]([NH:45][C:46](=[O:74])[CH2:47][C@H:48](O)/[CH:49]=[CH:50]/[CH2:51][CH2:52][S:53][C:54]([C:67]2[CH:72]=[CH:71][CH:70]=[CH:69][CH:68]=2)([C:61]2[CH:66]=[CH:65][CH:64]=[CH:63][CH:62]=2)[C:55]2[CH:60]=[CH:59][CH:58]=[CH:57][CH:56]=2)[CH2:38][C:39]2[CH:44]=[CH:43][CH:42]=[CH:41][CH:40]=2)[CH2:14][S:15][C:16]([C:29]2[CH:34]=[CH:33][CH:32]=[CH:31][CH:30]=2)([C:23]2[CH:28]=[CH:27][CH:26]=[CH:25][CH:24]=2)[C:17]2[CH:22]=[CH:21][CH:20]=[CH:19][CH:18]=2)[CH2:10][CH2:9]1)=[O:7].[Li+].[OH-:79].CC1C=CC=C([N+]([O-])=O)C=1C(OC(C1C([N+]([O-])=O)=CC=CC=1C)=O)=O. Given the product [CH2:38]([C@H:37]1[NH:45][C:46](=[O:74])[CH2:47][C@@H:48](/[CH:49]=[CH:50]/[CH2:51][CH2:52][S:53][C:54]([C:55]2[CH:56]=[CH:57][CH:58]=[CH:59][CH:60]=2)([C:61]2[CH:62]=[CH:63][CH:64]=[CH:65][CH:66]=2)[C:67]2[CH:68]=[CH:69][CH:70]=[CH:71][CH:72]=2)[O:79][C:3](=[O:2])[CH2:4][NH:5][C:6](=[O:7])[C:8]2([CH2:10][CH2:9]2)[NH:11][C:12](=[O:76])[C@@H:13]([CH2:14][S:15][C:16]([C:29]2[CH:30]=[CH:31][CH:32]=[CH:33][CH:34]=2)([C:23]2[CH:28]=[CH:27][CH:26]=[CH:25][CH:24]=2)[C:17]2[CH:18]=[CH:19][CH:20]=[CH:21][CH:22]=2)[NH:35][C:36]1=[O:75])[C:39]1[CH:40]=[CH:41][CH:42]=[CH:43][CH:44]=1, predict the reactants needed to synthesize it. (2) Given the product [Cl:18][C:19]1[C:24]([O:17][C:14]2[CH:15]=[CH:16][C:11]([NH:10][C:2]3[S:1][C:5]4[CH:6]=[CH:7][CH:8]=[CH:9][C:4]=4[N:3]=3)=[CH:12][CH:13]=2)=[N:23][CH:22]=[CH:21][N:20]=1, predict the reactants needed to synthesize it. The reactants are: [S:1]1[C:5]2[CH:6]=[CH:7][CH:8]=[CH:9][C:4]=2[N:3]=[C:2]1[NH:10][C:11]1[CH:16]=[CH:15][C:14]([OH:17])=[CH:13][CH:12]=1.[Cl:18][C:19]1[C:24](Cl)=[N:23][CH:22]=[CH:21][N:20]=1.C(=O)([O-])[O-].[Cs+].[Cs+]. (3) Given the product [NH2:24][C:21]1[CH:22]=[CH:23][C:18]([C:16]([NH:15][C@@H:7]([CH:1]2[CH2:6][CH2:5][CH2:4][CH2:3][CH2:2]2)[C:8]([O:10][C:11]([CH3:14])([CH3:13])[CH3:12])=[O:9])=[O:17])=[C:19]([NH:27][C:28]([NH:30][C:31]2[C:32]([CH3:39])=[CH:33][C:34]([CH3:38])=[CH:35][C:36]=2[CH3:37])=[O:29])[CH:20]=1, predict the reactants needed to synthesize it. The reactants are: [CH:1]1([C@H:7]([NH:15][C:16]([C:18]2[CH:23]=[CH:22][C:21]([N+:24]([O-])=O)=[CH:20][C:19]=2[NH:27][C:28]([NH:30][C:31]2[C:36]([CH3:37])=[CH:35][C:34]([CH3:38])=[CH:33][C:32]=2[CH3:39])=[O:29])=[O:17])[C:8]([O:10][C:11]([CH3:14])([CH3:13])[CH3:12])=[O:9])[CH2:6][CH2:5][CH2:4][CH2:3][CH2:2]1. (4) Given the product [Cl:27][C:28]1[CH:33]=[CH:32][C:31]([CH2:34][C:35]([NH:1][C:2]2[CH:7]=[N:6][CH:5]=[C:4]([C:8]([C:10]3[C:18]4[CH:17]=[N:16][CH:15]=[N:14][C:13]=4[N:12]([CH2:19][O:20][CH2:21][CH2:22][Si:23]([CH3:26])([CH3:25])[CH3:24])[CH:11]=3)=[O:9])[CH:3]=2)=[O:36])=[CH:30][CH:29]=1, predict the reactants needed to synthesize it. The reactants are: [NH2:1][C:2]1[CH:3]=[C:4]([C:8]([C:10]2[C:18]3[CH:17]=[N:16][CH:15]=[N:14][C:13]=3[N:12]([CH2:19][O:20][CH2:21][CH2:22][Si:23]([CH3:26])([CH3:25])[CH3:24])[CH:11]=2)=[O:9])[CH:5]=[N:6][CH:7]=1.[Cl:27][C:28]1[CH:33]=[CH:32][C:31]([CH2:34][C:35](O)=[O:36])=[CH:30][CH:29]=1.